Regression. Given a peptide amino acid sequence and an MHC pseudo amino acid sequence, predict their binding affinity value. This is MHC class II binding data. From a dataset of Peptide-MHC class II binding affinity with 134,281 pairs from IEDB. (1) The peptide sequence is GVAQGGVFHTMWHVT. The MHC is DRB1_1301 with pseudo-sequence DRB1_1301. The binding affinity (normalized) is 0.543. (2) The peptide sequence is SEELRSLYNTVATLYCVHQ. The MHC is DRB5_0101 with pseudo-sequence DRB5_0101. The binding affinity (normalized) is 0.438. (3) The peptide sequence is VKINDKCPSTGEAHL. The MHC is DRB3_0301 with pseudo-sequence DRB3_0301. The binding affinity (normalized) is 0.299. (4) The peptide sequence is GELQIVDKIIAAFKI. The MHC is DRB3_0101 with pseudo-sequence DRB3_0101. The binding affinity (normalized) is 0.718.